From a dataset of NCI-60 drug combinations with 297,098 pairs across 59 cell lines. Regression. Given two drug SMILES strings and cell line genomic features, predict the synergy score measuring deviation from expected non-interaction effect. Drug 1: C1=CN(C=N1)CC(O)(P(=O)(O)O)P(=O)(O)O. Drug 2: C1CN(P(=O)(OC1)NCCCl)CCCl. Cell line: SR. Synergy scores: CSS=-6.01, Synergy_ZIP=2.14, Synergy_Bliss=1.62, Synergy_Loewe=-3.34, Synergy_HSA=-3.78.